Dataset: Full USPTO retrosynthesis dataset with 1.9M reactions from patents (1976-2016). Task: Predict the reactants needed to synthesize the given product. (1) Given the product [OH:1][C:2]1[CH:11]=[C:10]2[C:5]([CH:6]([OH:14])[CH:7]([CH3:13])[CH:8]([CH3:12])[O:9]2)=[C:4]2[O:15][C:16](=[O:22])[CH:17]=[C:18]([CH2:19][CH2:20][CH3:21])[C:3]=12, predict the reactants needed to synthesize it. The reactants are: [OH:1][C:2]1[CH:11]=[C:10]2[C:5]([C:6](=[O:14])[CH:7]([CH3:13])[CH:8]([CH3:12])[O:9]2)=[C:4]2[O:15][C:16](=[O:22])[CH:17]=[C:18]([CH2:19][CH2:20][CH3:21])[C:3]=12.[Cl-].[Ce+3].[Cl-].[Cl-].[BH4-].[Na+]. (2) Given the product [C:11]1([C@H:9]2[C@H:7]([C:1]3[CH:2]=[CH:3][CH:4]=[CH:5][CH:6]=3)[O:8][C:17]3([CH2:22][CH2:21][CH:20]=[CH:27]3)[O:10]2)[CH:16]=[CH:15][CH:14]=[CH:13][CH:12]=1, predict the reactants needed to synthesize it. The reactants are: [C:1]1([C@@H:7]([C@H:9]([C:11]2[CH:16]=[CH:15][CH:14]=[CH:13][CH:12]=2)[OH:10])[OH:8])[CH:6]=[CH:5][CH:4]=[CH:3][CH:2]=1.[C:17]1([CH3:27])[CH:22]=[CH:21][C:20](S([O-])(=O)=O)=CC=1.[NH+]1C=CC=CC=1.C1(=O)CCC=C1. (3) Given the product [C:1]([O:34][CH:18]([C@@H:19]1[C@:28]2([CH3:29])[C@H:23]([C:24]([CH3:30])([CH3:31])[CH2:25][CH2:26][CH2:27]2)[CH2:22][CH2:21][C@:20]1([OH:32])[CH3:33])[C:12]1[CH:13]=[C:14]([O:16][CH3:17])[CH:15]=[C:10]([O:9][CH3:8])[CH:11]=1)(=[O:3])[CH3:2], predict the reactants needed to synthesize it. The reactants are: [C:1](OC(=O)C)(=[O:3])[CH3:2].[CH3:8][O:9][C:10]1[CH:11]=[C:12]([CH:18]([OH:34])[C@@H:19]2[C@:28]3([CH3:29])[C@H:23]([C:24]([CH3:31])([CH3:30])[CH2:25][CH2:26][CH2:27]3)[CH2:22][CH2:21][C@@:20]2([CH3:33])[OH:32])[CH:13]=[C:14]([O:16][CH3:17])[CH:15]=1.CCN(CC)CC. (4) Given the product [CH3:1][O:2][C:3]1[CH:4]=[C:5]([C@H:11]([N:16]2[CH2:24][C:23]3[C:18](=[CH:19][CH:20]=[CH:21][CH:22]=3)[C:17]2=[O:25])[CH2:12][C:13]([NH2:33])=[O:14])[CH:6]=[CH:7][C:8]=1[O:9][CH3:10], predict the reactants needed to synthesize it. The reactants are: [CH3:1][O:2][C:3]1[CH:4]=[C:5]([C@@H:11]([N:16]2[CH2:24][C:23]3[C:18](=[CH:19][CH:20]=[CH:21][CH:22]=3)[C:17]2=[O:25])[CH2:12][C:13](O)=[O:14])[CH:6]=[CH:7][C:8]=1[O:9][CH3:10].C1COCC1.C1N=C[N:33](C(N2C=NC=C2)=O)C=1.N.